From a dataset of Reaction yield outcomes from USPTO patents with 853,638 reactions. Predict the reaction yield, written as a fraction of the theoretical maximum amount of product (1.0 means a 100% yield; for example, 0.34 means a 34% yield). (1) The reactants are [CH2:1]([Zn]CC)C.IC.C(COC)OC.[CH3:14][O:15][N:16]([CH3:30])[C:17](=[O:29])[CH2:18]/[CH:19]=[CH:20]/[C:21]1[CH:26]=[CH:25][C:24]([O:27][CH3:28])=[CH:23][CH:22]=1. The catalyst is ClCCl.O. The product is [CH3:14][O:15][N:16]([CH3:30])[C:17](=[O:29])[CH2:18][CH:19]1[CH2:1][CH:20]1[C:21]1[CH:22]=[CH:23][C:24]([O:27][CH3:28])=[CH:25][CH:26]=1. The yield is 0.852. (2) The reactants are [CH3:1][O:2][C:3]([C:5]1[S:6][C:7]([C:11]2[CH:16]=[CH:15][C:14]([O:17]C)=[CH:13][C:12]=2[CH3:19])=[C:8]([CH3:10])[CH:9]=1)=[O:4].B(Br)(Br)Br. The catalyst is ClCCl. The product is [CH3:1][O:2][C:3]([C:5]1[S:6][C:7]([C:11]2[CH:16]=[CH:15][C:14]([OH:17])=[CH:13][C:12]=2[CH3:19])=[C:8]([CH3:10])[CH:9]=1)=[O:4]. The yield is 0.820.